This data is from Full USPTO retrosynthesis dataset with 1.9M reactions from patents (1976-2016). The task is: Predict the reactants needed to synthesize the given product. (1) Given the product [Cl:1][C:2]1[CH:3]=[CH:4][C:5]([C:8]2[CH:9]=[C:10]([CH:14]=[C:15]([C:17]([OH:22])([CH3:19])[CH3:18])[CH:16]=2)[C:11]([OH:13])=[O:12])=[N:6][CH:7]=1, predict the reactants needed to synthesize it. The reactants are: [Cl:1][C:2]1[CH:3]=[CH:4][C:5]([C:8]2[CH:9]=[C:10]([CH:14]=[C:15]([C:17]([CH3:19])=[CH2:18])[CH:16]=2)[C:11]([OH:13])=[O:12])=[N:6][CH:7]=1.CS(O)(=O)=[O:22].C(=O)([O-])[O-].[Na+].[Na+]. (2) Given the product [F:18][C:13]1[CH:14]=[CH:15][CH:16]=[CH:17][C:12]=1[C@@H:11]([NH:19][C:20]1[O:21][C:22]([CH3:37])([CH3:38])[CH:23]([C:28]2[CH:33]=[CH:32][C:31]([C:34]([OH:36])([CH3:39])[CH3:35])=[CH:30][CH:29]=2)[S:24](=[O:27])(=[O:26])[N:25]=1)[CH2:10][CH2:9][OH:8], predict the reactants needed to synthesize it. The reactants are: [Si]([O:8][CH2:9][CH2:10][C@H:11]([NH:19][C:20]1[O:21][C:22]([CH3:38])([CH3:37])[CH:23]([C:28]2[CH:33]=[CH:32][C:31]([C:34](=[O:36])[CH3:35])=[CH:30][CH:29]=2)[S:24](=[O:27])(=[O:26])[N:25]=1)[C:12]1[CH:17]=[CH:16][CH:15]=[CH:14][C:13]=1[F:18])(C(C)(C)C)(C)C.[CH3:39][Mg]Br.[Cl-].[NH4+].O.